Predict the reactants needed to synthesize the given product. From a dataset of Full USPTO retrosynthesis dataset with 1.9M reactions from patents (1976-2016). (1) Given the product [CH2:15]([O:14][C:12](=[O:13])[NH:8][C:7]1[C:2]([Br:1])=[N:3][CH:4]=[CH:5][C:6]=1[O:9][CH3:10])[CH3:16], predict the reactants needed to synthesize it. The reactants are: [Br:1][C:2]1[C:7]([NH2:8])=[C:6]([O:9][CH3:10])[CH:5]=[CH:4][N:3]=1.Cl[C:12]([O:14][CH2:15][CH3:16])=[O:13]. (2) Given the product [C:1]([C:3]1[CH:4]=[CH:5][C:6]([C@@H:13]2[C:18]([C:19]#[N:20])=[C:17]([CH3:21])[N:16]([C:22]3[CH:27]=[CH:26][CH:25]=[C:24]([C:28]([F:31])([F:30])[F:29])[CH:23]=3)[C:15](=[O:32])[NH:14]2)=[C:7]([S:9]([N:33]2[CH2:38][CH2:37][O:36][CH2:35][CH2:34]2)(=[O:11])=[O:10])[CH:8]=1)#[N:2], predict the reactants needed to synthesize it. The reactants are: [C:1]([C:3]1[CH:4]=[CH:5][C:6]([C@@H:13]2[C:18]([C:19]#[N:20])=[C:17]([CH3:21])[N:16]([C:22]3[CH:27]=[CH:26][CH:25]=[C:24]([C:28]([F:31])([F:30])[F:29])[CH:23]=3)[C:15](=[O:32])[NH:14]2)=[C:7]([S:9](Cl)(=[O:11])=[O:10])[CH:8]=1)#[N:2].[NH:33]1[CH2:38][CH2:37][O:36][CH2:35][CH2:34]1. (3) The reactants are: [Br:1][C:2]1[CH:7]=[CH:6][C:5]([OH:8])=[CH:4][CH:3]=1.[CH3:9][O:10][CH2:11][CH2:12]O.C1(P(C2C=CC=CC=2)C2C=CC=CC=2)C=CC=CC=1.N(C(OC(C)C)=O)=NC(OC(C)C)=O. Given the product [Br:1][C:2]1[CH:7]=[CH:6][C:5]([O:8][CH2:12][CH2:11][O:10][CH3:9])=[CH:4][CH:3]=1, predict the reactants needed to synthesize it. (4) Given the product [Br:1][C:2]1[CH:3]=[C:4]([O:9][CH2:12][O:13][CH2:14][CH3:15])[CH:5]=[CH:6][C:7]=1[CH3:8], predict the reactants needed to synthesize it. The reactants are: [Br:1][C:2]1[CH:3]=[C:4]([OH:9])[CH:5]=[CH:6][C:7]=1[CH3:8].[H-].[Na+].[CH3:12][O:13][CH2:14][CH2:15]Cl.O.